Dataset: Catalyst prediction with 721,799 reactions and 888 catalyst types from USPTO. Task: Predict which catalyst facilitates the given reaction. Reactant: [CH3:1][N:2]1[CH2:8][C:6](=[O:7])[NH:5][C:3]1=[O:4].C(O)(=O)C.BrBr.[CH2:15]([O:17][P:18]([O:22]CC)[O:19][CH2:20][CH3:21])[CH3:16]. Product: [CH2:15]([O:17][P:18]([CH:8]1[C:6](=[O:7])[NH:5][C:3](=[O:4])[N:2]1[CH3:1])(=[O:22])[O:19][CH2:20][CH3:21])[CH3:16]. The catalyst class is: 27.